Dataset: Full USPTO retrosynthesis dataset with 1.9M reactions from patents (1976-2016). Task: Predict the reactants needed to synthesize the given product. Given the product [CH:1]1[CH2:12][CH2:11][CH2:10][CH:9]=[CH:8][CH2:7][CH2:6][CH:5]=[CH:4][CH2:3][CH:2]=1, predict the reactants needed to synthesize it. The reactants are: [CH:1]1(C=O)[CH2:12][CH2:11][CH2:10][CH2:9][CH:8](C=O)[CH2:7][CH2:6][CH2:5][CH:4](C=O)[CH2:3][CH2:2]1.C=CC=C.